From a dataset of Catalyst prediction with 721,799 reactions and 888 catalyst types from USPTO. Predict which catalyst facilitates the given reaction. (1) Reactant: [N:1]1C=CC=C(C(N)C)C=1.[CH3:10][N:11]1[C:19]2[C:14](=[C:15]([C:20](=O)[CH3:21])[CH:16]=[CH:17][CH:18]=2)[CH:13]=[CH:12]1.N.CO.C([BH3-])#N.[Na+]. Product: [CH3:10][N:11]1[C:19]2[C:14](=[C:15]([CH:20]([NH2:1])[CH3:21])[CH:16]=[CH:17][CH:18]=2)[CH:13]=[CH:12]1. The catalyst class is: 15. (2) Product: [CH:34]1([C:40]2[N:22]3[C:17]4[CH:16]=[CH:15][NH:14][C:18]=4[N:19]=[CH:20][C:21]3=[N:23][N:24]=2)[CH2:39][CH2:38][CH2:37][CH2:36][CH2:35]1. The catalyst class is: 12. Reactant: C(C1C=CC(S([N:14]2[C:18]3=[N:19][CH:20]=[C:21]([NH:23][NH2:24])[N:22]=[C:17]3[CH:16]=[CH:15]2)(=O)=O)=CC=1)(C)(C)C.CCN(C(C)C)C(C)C.[CH:34]1([C:40](Cl)=O)[CH2:39][CH2:38][CH2:37][CH2:36][CH2:35]1.O=S(Cl)Cl.C([O-])([O-])=O.[Na+].[Na+]. (3) Reactant: [CH2:1]([CH:3]([CH2:22][CH2:23][CH2:24][CH3:25])[CH2:4][N:5]1[C:17]2[C:12](=[CH:13][CH:14]=[C:15]3[CH:21]=[CH:20][CH:19]=[CH:18][C:16]3=2)[C:11]2[C:6]1=[CH:7][CH:8]=[CH:9][CH:10]=2)[CH3:2].[CH3:26][C:27]1[CH:35]=[C:34]([CH3:36])[CH:33]=[C:32]([CH3:37])[C:28]=1[C:29](Cl)=[O:30].[Al+3].[Cl-].[Cl-].[Cl-].[C:42](Cl)(=[O:44])[CH3:43]. Product: [CH2:1]([CH:3]([CH2:22][CH2:23][CH2:24][CH3:25])[CH2:4][N:5]1[C:17]2[C:12](=[CH:13][C:14]([C:29](=[O:30])[C:28]3[C:27]([CH3:26])=[CH:35][C:34]([CH3:36])=[CH:33][C:32]=3[CH3:37])=[C:15]3[CH:21]=[CH:20][CH:19]=[CH:18][C:16]3=2)[C:11]2[C:6]1=[CH:7][CH:8]=[C:9]([C:42](=[O:44])[CH3:43])[CH:10]=2)[CH3:2]. The catalyst class is: 2.